Dataset: Forward reaction prediction with 1.9M reactions from USPTO patents (1976-2016). Task: Predict the product of the given reaction. Given the reactants [N:1]1([C:6]2[C:11]([CH:12]=[CH2:13])=[CH:10][CH:9]=[C:8]([C:14]([F:17])([F:16])[F:15])[N:7]=2)[CH2:5][CH2:4][CH2:3][CH2:2]1.CN1C=CN=C1.[CH2:24]([O:26][C:27](=[O:31])[CH:28]=[N+]=[N-])[CH3:25], predict the reaction product. The product is: [N:1]1([C:6]2[C:11]([CH:12]3[CH2:13][CH:28]3[C:27]([O:26][CH2:24][CH3:25])=[O:31])=[CH:10][CH:9]=[C:8]([C:14]([F:17])([F:15])[F:16])[N:7]=2)[CH2:2][CH2:3][CH2:4][CH2:5]1.